This data is from Forward reaction prediction with 1.9M reactions from USPTO patents (1976-2016). The task is: Predict the product of the given reaction. (1) Given the reactants [F:1][C:2]([F:18])([F:17])[C:3]1[CH:8]=[CH:7][C:6]([CH2:9][NH2:10])=[C:5]([N:11]2[CH2:16][CH2:15][CH2:14][CH2:13][CH2:12]2)[CH:4]=1.ClC(Cl)(OC(=O)OC(Cl)(Cl)Cl)Cl.[N-:31]=[C:32]=[O:33].N[C:35]1[C:40]2[O:41][CH2:42][C:43](=[O:45])[NH:44][C:39]=2[CH:38]=[CH:37][CH:36]=1, predict the reaction product. The product is: [F:18][C:2]([F:1])([F:17])[C:3]1[CH:8]=[CH:7][C:6]([CH2:9][NH:10][C:32]([NH:31][C:35]2[C:40]3[O:41][CH2:42][C:43](=[O:45])[NH:44][C:39]=3[CH:38]=[CH:37][CH:36]=2)=[O:33])=[C:5]([N:11]2[CH2:16][CH2:15][CH2:14][CH2:13][CH2:12]2)[CH:4]=1. (2) The product is: [F:20][C:3]1[CH:4]=[C:5]([O:6][C:7]2[C:16]3[N:15]=[CH:14][C:13](=[O:17])[NH:12][C:11]=3[N:10]=[CH:9][CH:8]=2)[CH:18]=[CH:19][C:2]=1[NH:1][C:39]([NH:38][C:29]1[CH:30]=[C:31]([C:34]([F:36])([F:35])[F:37])[CH:32]=[CH:33][C:28]=1[O:27][C:23]1[CH:22]=[N:21][CH:26]=[CH:25][CH:24]=1)=[O:40]. Given the reactants [NH2:1][C:2]1[CH:19]=[CH:18][C:5]([O:6][C:7]2[C:16]3[N:15]=[CH:14][C:13](=[O:17])[NH:12][C:11]=3[N:10]=[CH:9][CH:8]=2)=[CH:4][C:3]=1[F:20].[N:21]1[CH:26]=[CH:25][CH:24]=[C:23]([O:27][C:28]2[CH:33]=[CH:32][C:31]([C:34]([F:37])([F:36])[F:35])=[CH:30][C:29]=2[NH:38][C:39](=O)[O:40]C2C=CC=CC=2)[CH:22]=1, predict the reaction product. (3) Given the reactants C([O:3][CH2:4][CH2:5][O:6][NH:7][C:8]([C:10]1[C:11]([NH:19][C:20]2[CH:25]=[CH:24][C:23]([Br:26])=[CH:22][C:21]=2[F:27])=[CH:12][C:13]2[N:14]([CH:16]=[CH:17][N:18]=2)[N:15]=1)=[O:9])=C.BrC1C=CC(NC2C(C(O)=O)=NN3C=CN=C3C=2)=C(F)C=1.CCN=C=NCCCN(C)C.C1C=CC2N(O)N=NC=2C=1.C(OCCON)=C.CCN(CC)CC, predict the reaction product. The product is: [OH:3][CH2:4][CH2:5][O:6][NH:7][C:8]([C:10]1[C:11]([NH:19][C:20]2[CH:25]=[CH:24][C:23]([Br:26])=[CH:22][C:21]=2[F:27])=[CH:12][C:13]2[N:14]([CH:16]=[CH:17][N:18]=2)[N:15]=1)=[O:9]. (4) Given the reactants [Br:1][C:2]1[CH:7]=[CH:6][CH:5]=[CH:4][C:3]=1[S:8][CH:9]([CH3:11])[CH3:10].[OH:12]OS([O-])=O.[K+].[OH2:18], predict the reaction product. The product is: [Br:1][C:2]1[CH:7]=[CH:6][CH:5]=[CH:4][C:3]=1[S:8]([CH:9]([CH3:11])[CH3:10])(=[O:12])=[O:18]. (5) Given the reactants [F:1][C:2]1[C:3]([O:20][CH3:21])=[C:4]([C:8]([CH3:19])([CH3:18])[CH2:9][C:10]([OH:17])([C:13]([F:16])([F:15])[F:14])[CH:11]=O)[CH:5]=[CH:6][CH:7]=1.[NH2:22][C:23]1[CH:32]=[CH:31][CH:30]=[C:29]2[C:24]=1[CH:25]=[N:26][NH:27][C:28]2=[O:33], predict the reaction product. The product is: [F:1][C:2]1[C:3]([O:20][CH3:21])=[C:4]2[C:5](=[CH:6][CH:7]=1)[CH:11]([NH:22][C:23]1[CH:32]=[CH:31][CH:30]=[C:29]3[C:24]=1[CH:25]=[N:26][NH:27][C:28]3=[O:33])[C:10]([OH:17])([C:13]([F:14])([F:15])[F:16])[CH2:9][C:8]2([CH3:19])[CH3:18]. (6) Given the reactants [NH2:1][C:2]1[C:11]([C:12]2[S:13][C:14]3[CH:20]=[CH:19][C:18]([NH2:21])=[CH:17][C:15]=3[CH:16]=2)=[CH:10][C:5]([C:6]([O:8][CH3:9])=[O:7])=[CH:4][N:3]=1.[N:22]([C:25]1[CH:30]=[CH:29][C:28]([CH3:31])=[CH:27][CH:26]=1)=[C:23]=[O:24], predict the reaction product. The product is: [NH2:1][C:2]1[C:11]([C:12]2[S:13][C:14]3[CH:20]=[CH:19][C:18]([NH:21][C:23]([NH:22][C:25]4[CH:30]=[CH:29][C:28]([CH3:31])=[CH:27][CH:26]=4)=[O:24])=[CH:17][C:15]=3[CH:16]=2)=[CH:10][C:5]([C:6]([O:8][CH3:9])=[O:7])=[CH:4][N:3]=1. (7) Given the reactants Br[C:2]1[CH:11]=[C:10]2[C:5]([C:6]([N:13]3[CH2:18][CH2:17][O:16][CH2:15][CH2:14]3)=[N:7][C:8]([Cl:12])=[N:9]2)=[CH:4][CH:3]=1.[NH2:19][C:20]1[CH:21]=[C:22](B2OC(C)(C)C(C)(C)O2)[CH:23]=[CH:24][CH:25]=1.C(=O)([O-])[O-].[Na+].[Na+].C1(C)C=CC=CC=1, predict the reaction product. The product is: [Cl:12][C:8]1[N:7]=[C:6]([N:13]2[CH2:18][CH2:17][O:16][CH2:15][CH2:14]2)[C:5]2[C:10](=[CH:11][C:2]([C:24]3[CH:25]=[C:20]([CH:21]=[CH:22][CH:23]=3)[NH2:19])=[CH:3][CH:4]=2)[N:9]=1.